Dataset: hERG potassium channel inhibition data for cardiac toxicity prediction from Karim et al.. Task: Regression/Classification. Given a drug SMILES string, predict its toxicity properties. Task type varies by dataset: regression for continuous values (e.g., LD50, hERG inhibition percentage) or binary classification for toxic/non-toxic outcomes (e.g., AMES mutagenicity, cardiotoxicity, hepatotoxicity). Dataset: herg_karim. (1) The compound is Cc1cc(Cn2cc(CN(C(=O)C3CNCCC3(O)c3ccc(F)c(F)c3)C3CC3)c3c(F)cccc32)ccn1. The result is 1 (blocker). (2) The molecule is COc1c(N2CCC(CN)C2)ccc2c(=O)c(C(=O)O)cn(C3CC3)c12. The result is 0 (non-blocker). (3) The drug is CC(C)S(=O)(=O)NC1COCC1c1ccc(-c2cccs2)cc1. The result is 0 (non-blocker). (4) The compound is Cc1c(Nc2c(C#N)cncc2-c2cc3cc(CN4CCN(C)CC4)ccc3o2)ccc2[nH]ccc12. The result is 0 (non-blocker).